From a dataset of Forward reaction prediction with 1.9M reactions from USPTO patents (1976-2016). Predict the product of the given reaction. (1) Given the reactants Br[C:2]1[N:7]=[C:6]([O:8][C@@H:9]([C@H:11]2[CH2:15][NH:14][C:13](=[O:16])[CH2:12]2)[CH3:10])[C:5]2[N:17]([CH:20]3[CH2:22][CH2:21]3)[CH:18]=[N:19][C:4]=2[CH:3]=1.CC1(C)C(C)(C)OB([C:31]2[CH:36]=[CH:35][C:34]([N:37]3[CH2:40][CH:39]([N:41]4[CH2:46][CH2:45][O:44][CH2:43][CH2:42]4)[CH2:38]3)=[CH:33][CH:32]=2)O1.C(=O)([O-])[O-].[Na+].[Na+], predict the reaction product. The product is: [CH:20]1([N:17]2[C:5]3[C:6]([O:8][C@@H:9]([C@H:11]4[CH2:15][NH:14][C:13](=[O:16])[CH2:12]4)[CH3:10])=[N:7][C:2]([C:31]4[CH:36]=[CH:35][C:34]([N:37]5[CH2:40][CH:39]([N:41]6[CH2:42][CH2:43][O:44][CH2:45][CH2:46]6)[CH2:38]5)=[CH:33][CH:32]=4)=[CH:3][C:4]=3[N:19]=[CH:18]2)[CH2:22][CH2:21]1. (2) Given the reactants C(OC([NH:8][C@H:9]([C:15]([OH:17])=O)[CH2:10][CH2:11][C:12](=[O:14])[NH2:13])=O)(C)(C)C.C(OC([Cl:25])=O)C(C)C.CN1CCOCC1.Cl.[S:34]1[CH2:38][CH2:37][NH:36][CH2:35]1.O1CCOCC1, predict the reaction product. The product is: [ClH:25].[NH2:8][C@H:9]([C:15]([CH:35]1[NH:36][CH2:37][CH2:38][S:34]1)=[O:17])[CH2:10][CH2:11][C:12](=[O:14])[NH2:13].